Dataset: Forward reaction prediction with 1.9M reactions from USPTO patents (1976-2016). Task: Predict the product of the given reaction. (1) Given the reactants [C:1]([O:5][C:6]([N:8]1[CH:20]([C:21](O)=[O:22])[CH2:19][C:18]2[C:17]3[C:12](=[CH:13][CH:14]=[CH:15][CH:16]=3)[NH:11][C:10]=2[CH2:9]1)=[O:7])([CH3:4])([CH3:3])[CH3:2].CC[N:26]=C=NCCCN(C)C.Cl.C1C=CC2N(O)N=NC=2C=1.CCN(C(C)C)C(C)C.[NH4+].[Cl-], predict the reaction product. The product is: [C:21]([CH:20]1[N:8]([C:6]([O:5][C:1]([CH3:2])([CH3:3])[CH3:4])=[O:7])[CH2:9][C:10]2[NH:11][C:12]3[C:17]([C:18]=2[CH2:19]1)=[CH:16][CH:15]=[CH:14][CH:13]=3)(=[O:22])[NH2:26]. (2) Given the reactants [Br:1][C:2]1[CH:3]=[C:4]([CH:8]=[CH:9][C:10]=1[CH3:11])[C:5]([OH:7])=O.S(Cl)(Cl)=O.[NH2:16][C:17]1[CH:22]=[CH:21][CH:20]=[CH:19][C:18]=1[OH:23].C(N(C(C)C)CC)(C)C, predict the reaction product. The product is: [Br:1][C:2]1[CH:3]=[C:4]([CH:8]=[CH:9][C:10]=1[CH3:11])[C:5]([NH:16][C:17]1[CH:22]=[CH:21][CH:20]=[CH:19][C:18]=1[OH:23])=[O:7]. (3) Given the reactants [NH2:1][C:2]1[C:19](I)=[CH:18][C:5]([C:6]([N:8]=[S@@:9]([CH3:17])(=[O:16])[C:10]2[CH:15]=[CH:14][CH:13]=[CH:12][CH:11]=2)=[O:7])=[CH:4][N:3]=1.C(N(CC)CC)C.[CH3:28][Si:29]([C:32]#[CH:33])([CH3:31])[CH3:30], predict the reaction product. The product is: [NH2:1][C:2]1[C:19]([C:33]#[C:32][Si:29]([CH3:31])([CH3:30])[CH3:28])=[CH:18][C:5]([C:6]([N:8]=[S@@:9]([CH3:17])(=[O:16])[C:10]2[CH:15]=[CH:14][CH:13]=[CH:12][CH:11]=2)=[O:7])=[CH:4][N:3]=1. (4) The product is: [CH3:24][N:25]([CH3:26])[CH2:23][C@@H:21]([OH:22])[CH2:20][O:19][CH2:1][CH2:2][CH2:3][CH2:4][CH2:5][CH2:6][CH2:7][CH2:8]/[CH:9]=[CH:10]\[CH2:11]/[CH:12]=[CH:13]\[CH2:14][CH2:15][CH2:16][CH2:17][CH3:18]. Given the reactants [CH2:1]([O:19][CH2:20][C@H:21]1[CH2:23][O:22]1)[CH2:2][CH2:3][CH2:4][CH2:5][CH2:6][CH2:7][CH2:8]/[CH:9]=[CH:10]\[CH2:11]/[CH:12]=[CH:13]\[CH2:14][CH2:15][CH2:16][CH2:17][CH3:18].[CH3:24][NH:25][CH3:26], predict the reaction product. (5) Given the reactants [CH3:1][N:2]1[CH:6]=[CH:5][N:4]=[C:3]1[S:7][CH:8]([C:10]1[CH:11]=[CH:12][CH:13]=[C:14]2[C:18]=1[NH:17][C:16]([C:19]1[S:20][CH:21]=[CH:22][N:23]=1)=[CH:15]2)[CH3:9].C(=O)([O-])[OH:25].[Na+].S([O-])([O-])(=O)=S.[Na+].[Na+].[OH2:36], predict the reaction product. The product is: [CH3:1][N:2]1[CH:6]=[CH:5][N:4]=[C:3]1[S:7]([CH:8]([C:10]1[CH:11]=[CH:12][CH:13]=[C:14]2[C:18]=1[NH:17][C:16]([C:19]1[S:20][CH:21]=[CH:22][N:23]=1)=[CH:15]2)[CH3:9])(=[O:25])=[O:36]. (6) Given the reactants [Cl:1][C:2]1[CH:9]=[CH:8][C:5]([CH2:6]O)=[C:4]([CH3:10])[CH:3]=1.S(Cl)([Cl:13])=O, predict the reaction product. The product is: [Cl:1][C:2]1[CH:9]=[CH:8][C:5]([CH2:6][Cl:13])=[C:4]([CH3:10])[CH:3]=1.